This data is from Full USPTO retrosynthesis dataset with 1.9M reactions from patents (1976-2016). The task is: Predict the reactants needed to synthesize the given product. (1) The reactants are: [CH2:1]([O:8][C:9]1[CH:10]=[C:11]([N:20]([C:28]([O:30][C:31]([CH3:34])([CH3:33])[CH3:32])=[O:29])[CH2:21][CH2:22][CH:23](OC)[O:24]C)[C:12]([I:19])=[C:13]2[C:18]=1[N:17]=[CH:16][CH:15]=[CH:14]2)[C:2]1[CH:7]=[CH:6][CH:5]=[CH:4][CH:3]=1.CC1C=CC(S(O)(=O)=O)=CC=1.O.O. Given the product [CH2:1]([O:8][C:9]1[CH:10]=[C:11]([N:20]([C:28]([O:30][C:31]([CH3:34])([CH3:33])[CH3:32])=[O:29])[CH2:21][CH2:22][CH:23]=[O:24])[C:12]([I:19])=[C:13]2[C:18]=1[N:17]=[CH:16][CH:15]=[CH:14]2)[C:2]1[CH:7]=[CH:6][CH:5]=[CH:4][CH:3]=1, predict the reactants needed to synthesize it. (2) Given the product [C:19]([C:18]1[CH:21]=[CH:22][C:15]([NH:1][C@H:2]2[CH2:6][CH2:5][N:4]([C:7]([O:9][C:10]([CH3:13])([CH3:12])[CH3:11])=[O:8])[CH2:3]2)=[CH:16][C:17]=1[C:23]([F:24])([F:25])[F:26])#[N:20], predict the reactants needed to synthesize it. The reactants are: [NH2:1][C@H:2]1[CH2:6][CH2:5][N:4]([C:7]([O:9][C:10]([CH3:13])([CH3:12])[CH3:11])=[O:8])[CH2:3]1.F[C:15]1[CH:22]=[CH:21][C:18]([C:19]#[N:20])=[C:17]([C:23]([F:26])([F:25])[F:24])[CH:16]=1.CCN(C(C)C)C(C)C. (3) Given the product [CH3:20][O:19][C:16]1[CH:17]=[CH:18][C:13]([C:12]([CH:9]2[CH2:10][CH2:11][N:6]([CH2:5][C:4]([OH:23])=[O:3])[CH2:7][CH2:8]2)=[O:22])=[CH:14][C:15]=1[CH3:21], predict the reactants needed to synthesize it. The reactants are: C([O:3][C:4](=[O:23])[CH2:5][N:6]1[CH2:11][CH2:10][CH:9]([C:12](=[O:22])[C:13]2[CH:18]=[CH:17][C:16]([O:19][CH3:20])=[C:15]([CH3:21])[CH:14]=2)[CH2:8][CH2:7]1)C.[Li+].[OH-].[Li+].[Cl-]. (4) Given the product [Cl:19][C:13]1[CH:14]=[C:15]([Cl:18])[CH:16]=[CH:17][C:12]=1[NH:11][C:9]1[N:8]([CH2:20][CH:21]([OH:27])[CH2:22][C:23]([O:25][CH3:26])=[O:24])[C:7]2[C:2]([N:1]([CH2:28][CH3:29])[CH2:31][CH3:32])=[CH:3][CH:4]=[CH:5][C:6]=2[N:10]=1, predict the reactants needed to synthesize it. The reactants are: [NH2:1][C:2]1[C:7]2[N:8]([CH2:20][CH:21]([OH:27])[CH2:22][C:23]([O:25][CH3:26])=[O:24])[C:9]([NH:11][C:12]3[CH:17]=[CH:16][C:15]([Cl:18])=[CH:14][C:13]=3[Cl:19])=[N:10][C:6]=2[CH:5]=[CH:4][CH:3]=1.[CH:28](=O)[CH3:29].[C:31](O[BH3-])(=O)[CH3:32].[Na+]. (5) Given the product [C:38]([N:9]1[CH2:10][CH2:11][CH2:12][C@H:7]([N:6]2[C:2]([NH2:1])=[C:3]([C:26]([NH2:28])=[O:27])[C:4]([C:13]3[CH:14]=[CH:15][C:16]([O:19][C:20]4[CH:25]=[CH:24][CH:23]=[CH:22][CH:21]=4)=[CH:17][CH:18]=3)=[N:5]2)[CH2:8]1)(=[O:41])[CH:39]=[CH2:40], predict the reactants needed to synthesize it. The reactants are: [NH2:1][C:2]1[N:6]([C@H:7]2[CH2:12][CH2:11][CH2:10][NH:9][CH2:8]2)[N:5]=[C:4]([C:13]2[CH:18]=[CH:17][C:16]([O:19][C:20]3[CH:25]=[CH:24][CH:23]=[CH:22][CH:21]=3)=[CH:15][CH:14]=2)[C:3]=1[C:26]([NH2:28])=[O:27].C(N(CC)C(C)C)(C)C.[C:38](O)(=[O:41])[CH:39]=[CH2:40].O. (6) Given the product [CH2:4]([O:6][C:7]([C:8]1[CH:9]=[C:10]([CH2:11][CH2:12][CH:13]([CH3:15])[CH3:14])[NH:3][N:2]=1)=[O:18])[CH3:5], predict the reactants needed to synthesize it. The reactants are: O.[NH2:2][NH2:3].[CH2:4]([O:6][C:7](=[O:18])[C:8](=O)[CH2:9][C:10](=O)[CH2:11][CH2:12][CH:13]([CH3:15])[CH3:14])[CH3:5]. (7) Given the product [C:3]([C:7]1[CH:12]=[CH:11][CH:10]=[CH:9][C:8]=1[N:13]1[CH2:18][CH2:17][N:16]([C:26]([C:25]2[CH:29]=[CH:30][C:22]([NH2:19])=[CH:23][CH:24]=2)=[O:27])[CH2:15][CH2:14]1)([CH3:6])([CH3:4])[CH3:5], predict the reactants needed to synthesize it. The reactants are: Cl.Cl.[C:3]([C:7]1[CH:12]=[CH:11][CH:10]=[CH:9][C:8]=1[N:13]1[CH2:18][CH2:17][NH:16][CH2:15][CH2:14]1)([CH3:6])([CH3:5])[CH3:4].[N+:19]([C:22]1[CH:30]=[CH:29][C:25]([C:26](Cl)=[O:27])=[CH:24][CH:23]=1)([O-])=O.C(N(CC)CC)C.O. (8) Given the product [Cl:1][C:2]1[CH:26]=[CH:25][C:5]([CH2:6][N:7]2[C:12](=[O:13])[C:11]([O:14][CH3:15])=[N:10][N:9]([C:16]3[CH:21]=[CH:20][CH:19]=[CH:18][C:17]=3[CH2:22][C:27]#[N:28])[C:8]2=[O:24])=[CH:4][CH:3]=1, predict the reactants needed to synthesize it. The reactants are: [Cl:1][C:2]1[CH:26]=[CH:25][C:5]([CH2:6][N:7]2[C:12](=[O:13])[C:11]([O:14][CH3:15])=[N:10][N:9]([C:16]3[CH:21]=[CH:20][CH:19]=[CH:18][C:17]=3[CH2:22]Br)[C:8]2=[O:24])=[CH:4][CH:3]=1.[C-:27]#[N:28].[K+]. (9) Given the product [Br:16][C:9]1[C:8]([O:11][CH3:12])=[C:7]([C:13]#[N:14])[C:6](=[O:15])[N:5]([CH:1]([CH2:3][CH3:4])[CH3:2])[CH:10]=1, predict the reactants needed to synthesize it. The reactants are: [CH:1]([N:5]1[CH:10]=[CH:9][C:8]([O:11][CH3:12])=[C:7]([C:13]#[N:14])[C:6]1=[O:15])([CH2:3][CH3:4])[CH3:2].[Br:16]N1C(=O)CCC1=O.CN(C)C=O. (10) Given the product [CH2:1]([O:3][CH:4]([O:18][CH2:19][CH3:20])[CH2:5][N:6]1[C:14]2[CH2:13][CH2:12][CH2:11][CH2:10][C:9]=2[CH:8]=[C:7]1[C:15]([NH2:22])=[O:16])[CH3:2], predict the reactants needed to synthesize it. The reactants are: [CH2:1]([O:3][CH:4]([O:18][CH2:19][CH3:20])[CH2:5][N:6]1[C:14]2[CH2:13][CH2:12][CH2:11][CH2:10][C:9]=2[CH:8]=[C:7]1[C:15](O)=[O:16])[CH3:2].C[N:22](C(ON1N=NC2C=CC=NC1=2)=[N+](C)C)C.F[P-](F)(F)(F)(F)F.C(N(CC)CC)C.[OH-].[NH4+].